This data is from Reaction yield outcomes from USPTO patents with 853,638 reactions. The task is: Predict the reaction yield, written as a fraction of the theoretical maximum amount of product (1.0 means a 100% yield; for example, 0.34 means a 34% yield). The reactants are FC(F)(F)C(O)=O.[Cl:8][C:9]1[C:10]([O:36][C:37]2[CH:42]=[C:41]([F:43])[C:40]([C:44]([F:47])([F:46])[F:45])=[CH:39][C:38]=2[C:48]2[CH:53]=[CH:52][N:51]=[N:50][CH:49]=2)=[CH:11][C:12]([F:35])=[C:13]([S:15]([N:18](CC2C=CC(OC)=CC=2OC)[C:19]2[S:20][CH:21]=[N:22][N:23]=2)(=[O:17])=[O:16])[CH:14]=1.C(Cl)Cl. No catalyst specified. The product is [Cl:8][C:9]1[C:10]([O:36][C:37]2[CH:42]=[C:41]([F:43])[C:40]([C:44]([F:45])([F:46])[F:47])=[CH:39][C:38]=2[C:48]2[CH:53]=[CH:52][N:51]=[N:50][CH:49]=2)=[CH:11][C:12]([F:35])=[C:13]([S:15]([NH:18][C:19]2[S:20][CH:21]=[N:22][N:23]=2)(=[O:16])=[O:17])[CH:14]=1. The yield is 0.0900.